The task is: Predict the reactants needed to synthesize the given product.. This data is from Full USPTO retrosynthesis dataset with 1.9M reactions from patents (1976-2016). (1) Given the product [Br:3][C:4]1[CH:5]=[C:6]([C:10]([S:12][CH3:2])=[NH:11])[CH:7]=[CH:8][CH:9]=1, predict the reactants needed to synthesize it. The reactants are: I[CH3:2].[Br:3][C:4]1[CH:5]=[C:6]([C:10](=[S:12])[NH2:11])[CH:7]=[CH:8][CH:9]=1. (2) Given the product [NH2:23][C:5]1[C:4]([NH:26][C:27]2[CH:32]=[CH:31][C:30]([I:33])=[CH:29][C:28]=2[F:34])=[CH:3][C:2]([F:1])=[CH:22][C:6]=1[O:7][C:8]1[CH:9]=[C:10]([NH:14][C:15](=[O:21])[O:16][C:17]([CH3:20])([CH3:19])[CH3:18])[CH:11]=[CH:12][CH:13]=1, predict the reactants needed to synthesize it. The reactants are: [F:1][C:2]1[CH:3]=[C:4]([NH:26][C:27]2[CH:32]=[CH:31][C:30]([I:33])=[CH:29][C:28]=2[F:34])[C:5]([N+:23]([O-])=O)=[C:6]([CH:22]=1)[O:7][C:8]1[CH:9]=[C:10]([NH:14][C:15](=[O:21])[O:16][C:17]([CH3:20])([CH3:19])[CH3:18])[CH:11]=[CH:12][CH:13]=1.S(S([O-])=O)([O-])=O.[Na+].[Na+]. (3) Given the product [Cl:17][C:18]1[CH:19]=[C:20]([CH:23]=[CH:24][CH:25]=1)[CH2:21][C:7]1[S:11][C:10]([CH:12]2[O:16][CH2:15][CH2:14][O:13]2)=[CH:9][CH:8]=1, predict the reactants needed to synthesize it. The reactants are: C([Li])CCC.Br[C:7]1[S:11][C:10]([CH:12]2[O:16][CH2:15][CH2:14][O:13]2)=[CH:9][CH:8]=1.[Cl:17][C:18]1[CH:19]=[C:20]([CH:23]=[CH:24][CH:25]=1)[CH2:21]Br. (4) Given the product [F:18][C:8]1[CH:9]=[C:10]([O:13][C:14]([F:17])([F:16])[F:15])[CH:11]=[CH:12][C:7]=1[B:19]([OH:24])[OH:20], predict the reactants needed to synthesize it. The reactants are: C([Li])CCC.Br[C:7]1[CH:12]=[CH:11][C:10]([O:13][C:14]([F:17])([F:16])[F:15])=[CH:9][C:8]=1[F:18].[B:19](OC(C)C)([O:24]C(C)C)[O:20]C(C)C.Cl. (5) Given the product [OH:19][CH2:20][C:21]1[CH:26]=[C:25]([C:2]2[CH:7]=[CH:6][CH:5]=[CH:4][C:3]=2[NH:8][C:9](=[O:18])[O:10][CH2:11][C@@H:12]2[CH2:16][CH2:15][N:14]([CH3:17])[CH2:13]2)[CH:24]=[CH:23][CH:22]=1, predict the reactants needed to synthesize it. The reactants are: Br[C:2]1[CH:7]=[CH:6][CH:5]=[CH:4][C:3]=1[NH:8][C:9](=[O:18])[O:10][CH2:11][C@@H:12]1[CH2:16][CH2:15][N:14]([CH3:17])[CH2:13]1.[OH:19][CH2:20][C:21]1[CH:22]=[C:23](B(O)O)[CH:24]=[CH:25][CH:26]=1.C(=O)([O-])[O-].[K+].[K+]. (6) Given the product [CH:29]1([C:32]([N:19]2[CH2:20][CH2:21][C@H:17]([NH:16][C:8]3[N:7]=[CH:6][N:5]=[C:4]4[C:9]=3[N:10]=[C:11]([C:12]([O:14][CH3:15])=[O:13])[N:3]4[CH2:1][CH3:2])[CH2:18]2)=[O:33])[CH2:31][CH2:30]1, predict the reactants needed to synthesize it. The reactants are: [CH2:1]([N:3]1[C:11]([C:12]([O:14][CH3:15])=[O:13])=[N:10][C:9]2[C:4]1=[N:5][CH:6]=[N:7][C:8]=2[NH:16][C@H:17]1[CH2:21][CH2:20][NH:19][CH2:18]1)[CH3:2].C(N(CC)CC)C.[CH:29]1([C:32](Cl)=[O:33])[CH2:31][CH2:30]1.